This data is from Full USPTO retrosynthesis dataset with 1.9M reactions from patents (1976-2016). The task is: Predict the reactants needed to synthesize the given product. (1) Given the product [C:1]([O:5][C:6]([N:7]([CH2:8][CH:9]([NH:34][CH2:33][C:32]([O:31][CH3:30])=[O:35])[CH2:10][CH2:11][N:12]1[CH2:17][CH2:16][N:15]([CH3:18])[CH2:14][CH2:13]1)[CH2:20][C:21]1[CH:26]=[CH:25][C:24]([F:27])=[CH:23][CH:22]=1)=[O:28])([CH3:4])([CH3:3])[CH3:2], predict the reactants needed to synthesize it. The reactants are: [C:1]([O:5][C:6](=[O:28])[N:7]([CH2:20][C:21]1[CH:26]=[CH:25][C:24]([F:27])=[CH:23][CH:22]=1)[CH2:8][C:9](=O)[CH2:10][CH2:11][N:12]1[CH2:17][CH2:16][N:15]([CH3:18])[CH2:14][CH2:13]1)([CH3:4])([CH3:3])[CH3:2].Cl.[CH3:30][O:31][C:32](=[O:35])[CH2:33][NH2:34]. (2) Given the product [CH2:23]([O:22][C:20]1[C:6]2[N:7]=[C:8]([C:10]3[N:11]=[C:12]4[N:16]([CH:17]=3)[N:15]=[C:14]([S:18][CH3:19])[S:13]4)[O:9][C:5]=2[CH:4]=[C:3]([O:2][CH3:1])[CH:21]=1)[C:24]1[CH:29]=[CH:28][CH:27]=[CH:26][CH:25]=1, predict the reactants needed to synthesize it. The reactants are: [CH3:1][O:2][C:3]1[CH:4]=[C:5]2[O:9][C:8]([C:10]3[N:11]=[C:12]4[N:16]([CH:17]=3)[N:15]=[C:14]([S:18][CH3:19])[S:13]4)=[N:7][C:6]2=[C:20]([OH:22])[CH:21]=1.[CH2:23](Br)[C:24]1[CH:29]=[CH:28][CH:27]=[CH:26][CH:25]=1.C([O-])([O-])=O.[K+].[K+]. (3) Given the product [CH2:1]([OH:24])[C@H:2]1[O:7][C@@H:6]([O:8][C@@H:9]([C@H:14]([OH:20])[C@@H:15]([OH:19])[C:16]([OH:18])=[O:17])[C@H:10]([OH:13])[CH2:11][OH:12])[C@H:5]([OH:21])[C@@H:4]([OH:22])[C@H:3]1[OH:23].[CH2:1]([OH:24])[C@H:2]1[O:7][C@@H:6]([O:8][C@@H:9]([C@H:14]([OH:20])[C@@H:15]([OH:19])[C:16]([OH:18])=[O:17])[C@H:10]([OH:13])[CH2:11][OH:12])[C@H:5]([OH:21])[C@@H:4]([OH:22])[C@@H:3]1[OH:23], predict the reactants needed to synthesize it. The reactants are: [CH2:1]([OH:24])[C@H:2]1[O:7][C@@H:6]([O:8][C@@H:9]([C@H:14]([OH:20])[C@@H:15]([OH:19])[C:16]([OH:18])=[O:17])[C@H:10]([OH:13])[CH2:11][OH:12])[C@H:5]([OH:21])[C@@H:4]([OH:22])[C@@H:3]1[OH:23]. (4) Given the product [NH2:15][C:16]1[N:21]=[CH:20][N:19]=[C:18]2[N:22]([CH:26]([C:28]3[CH:29]=[C:30]([CH3:37])[C:31]([C:32]#[N:33])=[C:34]([CH:55]4[CH2:54][N:46]([CH2:47][C:10]([OH:12])([CH3:9])[CH3:57])[CH2:45]4)[C:35]=3[O:5][CH2:3][CH3:2])[CH3:27])[N:23]=[C:24]([CH3:25])[C:17]=12, predict the reactants needed to synthesize it. The reactants are: F[C:2](F)(F)[C:3]([OH:5])=O.F[C:9](F)(F)[C:10]([OH:12])=O.[NH2:15][C:16]1[N:21]=[CH:20][N:19]=[C:18]2[N:22]([CH:26]([C:28]3[CH:35]=[C:34](C)[C:31]([C:32]#[N:33])=[C:30]([CH:37]4CNC4)[C:29]=3OCC)[CH3:27])[N:23]=[C:24]([CH3:25])[C:17]=12.C[CH2:45][N:46](C(C)C)[CH:47](C)C.O1[CH2:55][CH2:54]1.O1CCC[CH2:57]1. (5) The reactants are: [O:1]1[C:5]2[CH:6]=[CH:7][CH:8]=[CH:9][C:4]=2[N:3]=[C:2]1[CH:10]([OH:34])[C@@H:11]([NH:15][C:16](=[O:33])[C@@H:17]([NH:26][CH:27]1[CH2:32][CH2:31][O:30][CH2:29][CH2:28]1)[CH2:18][S:19]([CH2:22][CH:23]1[CH2:25][CH2:24]1)(=[O:21])=[O:20])[CH2:12][CH2:13][CH3:14].C(=O)(O)[O-].[Na+].S([O-])([O-])(=O)=S.[Na+].[Na+]. Given the product [O:1]1[C:5]2[CH:6]=[CH:7][CH:8]=[CH:9][C:4]=2[N:3]=[C:2]1[C:10]([C@@H:11]([NH:15][C:16](=[O:33])[C@@H:17]([NH:26][CH:27]1[CH2:28][CH2:29][O:30][CH2:31][CH2:32]1)[CH2:18][S:19]([CH2:22][CH:23]1[CH2:24][CH2:25]1)(=[O:21])=[O:20])[CH2:12][CH2:13][CH3:14])=[O:34], predict the reactants needed to synthesize it. (6) Given the product [Cl:15][C:4]1[CH:3]=[C:2]([B:31]2[O:35][C:34]([CH3:37])([CH3:36])[C:33]([CH3:39])([CH3:38])[O:32]2)[CH:7]=[CH:6][C:5]=1[O:8][C:9]1[CH:14]=[CH:13][CH:12]=[CH:11][CH:10]=1, predict the reactants needed to synthesize it. The reactants are: Br[C:2]1[CH:7]=[CH:6][C:5]([O:8][C:9]2[CH:14]=[CH:13][CH:12]=[CH:11][CH:10]=2)=[C:4]([Cl:15])[CH:3]=1.O(C1C=CC([B:31]2[O:35][C:34]([CH3:37])([CH3:36])[C:33]([CH3:39])([CH3:38])[O:32]2)=CC=1C#N)C1C=CC=CC=1.CO[C@@H]1[C@@H](C(OC)=O)[C@@H]2[C@@H](CN3[C@H](C2)C2NC4C=C(OC)C=CC=4C=2CC3)C[C@H]1OC(C1C=C(OC)C(OC)=C(OC)C=1)=O.